From a dataset of Forward reaction prediction with 1.9M reactions from USPTO patents (1976-2016). Predict the product of the given reaction. (1) Given the reactants C([O:3][C:4]([C:6]1[N:10]([CH2:11][C:12]2[CH:17]=[CH:16][CH:15]=[C:14]([Cl:18])[CH:13]=2)[C:9]2[S:19][C:20](Br)=[CH:21][C:8]=2[CH:7]=1)=[O:5])C.[CH3:23][C:24]1[CH:25]=[C:26]([Sn](CCCC)(CCCC)CCCC)[S:27][CH:28]=1, predict the reaction product. The product is: [Cl:18][C:14]1[CH:13]=[C:12]([CH:17]=[CH:16][CH:15]=1)[CH2:11][N:10]1[C:6]([C:4]([OH:3])=[O:5])=[CH:7][C:8]2[CH:21]=[C:20]([C:26]3[S:27][CH:28]=[C:24]([CH3:23])[CH:25]=3)[S:19][C:9]1=2. (2) Given the reactants [Br:1][C:2]1[CH:3]=[C:4]2[C:9](=[O:10])[N:8]([CH2:11][CH:12]([CH3:14])[CH3:13])[C:6](=[O:7])[C:5]2=[CH:15][CH:16]=1.O, predict the reaction product. The product is: [Br:1][C:2]1[CH:3]=[C:4]2[C:5](=[CH:15][CH:16]=1)[C:6](=[O:7])[N:8]([CH2:11][CH:12]([CH3:13])[CH3:14])[CH:9]2[OH:10]. (3) Given the reactants [C:1]([O:5][C:6]([N:8]1[CH2:13][CH2:12][CH:11]([NH:14][C@H:15]([C:28]2[CH:33]=[CH:32][CH:31]=[CH:30][CH:29]=2)[CH2:16][N:17]2C(=O)C3C(=CC=CC=3)C2=O)[CH2:10][CH2:9]1)=[O:7])([CH3:4])([CH3:3])[CH3:2].O.NN, predict the reaction product. The product is: [C:1]([O:5][C:6]([N:8]1[CH2:9][CH2:10][CH:11]([NH:14][C@H:15]([C:28]2[CH:29]=[CH:30][CH:31]=[CH:32][CH:33]=2)[CH2:16][NH2:17])[CH2:12][CH2:13]1)=[O:7])([CH3:4])([CH3:2])[CH3:3]. (4) Given the reactants [OH:1][NH:2][C:3](=[NH:10])[C:4]1[CH:9]=[CH:8][CH:7]=[CH:6][N:5]=1.[Cl:11][CH2:12][C:13](Cl)=O.C(N(C(C)C)CC)(C)C, predict the reaction product. The product is: [Cl:11][CH2:12][C:13]1[O:1][N:2]=[C:3]([C:4]2[CH:9]=[CH:8][CH:7]=[CH:6][N:5]=2)[N:10]=1. (5) Given the reactants [CH3:1][O:2][CH2:3][CH2:4][O:5][CH2:6][CH2:7][O:8][C:9]1[CH:18]=[C:17]2[C:12]([C:13](=O)[NH:14][CH:15]=[N:16]2)=[CH:11][CH:10]=1.C(Cl)(=O)C([Cl:23])=O.CS(C)=O, predict the reaction product. The product is: [Cl:23][C:13]1[C:12]2[C:17](=[CH:18][C:9]([O:8][CH2:7][CH2:6][O:5][CH2:4][CH2:3][O:2][CH3:1])=[CH:10][CH:11]=2)[N:16]=[CH:15][N:14]=1. (6) The product is: [C:1]([O:5][C:6](=[O:26])[NH:7][C@@H:8]1[C@@H:13]([OH:14])[C@H:12]([CH2:15][C:16]2[CH:21]=[CH:20][C:19]([N+:22]([O-:24])=[O:23])=[C:18]([F:25])[CH:17]=2)[CH2:11][S:29](=[O:31])(=[O:28])[CH2:9]1)([CH3:3])([CH3:4])[CH3:2]. Given the reactants [C:1]([O:5][C:6](=[O:26])[NH:7][C@@H:8]1[C@@H:13]([OH:14])[C@H:12]([CH2:15][C:16]2[CH:21]=[CH:20][C:19]([N+:22]([O-:24])=[O:23])=[C:18]([F:25])[CH:17]=2)[CH2:11]S[CH2:9]1)([CH3:4])([CH3:3])[CH3:2].O[O:28][S:29]([O-:31])=O.[K+].CC([O-])=O.[Na+].S(S([O-])=O)([O-])(=O)=O.[Na+].[Na+].N, predict the reaction product.